Dataset: NCI-60 drug combinations with 297,098 pairs across 59 cell lines. Task: Regression. Given two drug SMILES strings and cell line genomic features, predict the synergy score measuring deviation from expected non-interaction effect. (1) Drug 1: C1=CN(C=N1)CC(O)(P(=O)(O)O)P(=O)(O)O. Drug 2: N.N.Cl[Pt+2]Cl. Cell line: OVCAR-5. Synergy scores: CSS=38.2, Synergy_ZIP=-3.19, Synergy_Bliss=3.77, Synergy_Loewe=4.88, Synergy_HSA=2.65. (2) Cell line: U251. Drug 1: CC12CCC(CC1=CCC3C2CCC4(C3CC=C4C5=CN=CC=C5)C)O. Synergy scores: CSS=3.20, Synergy_ZIP=-1.78, Synergy_Bliss=-3.58, Synergy_Loewe=-7.06, Synergy_HSA=-4.31. Drug 2: CC(C)NC(=O)C1=CC=C(C=C1)CNNC.Cl. (3) Drug 1: C1CN1C2=NC(=NC(=N2)N3CC3)N4CC4. Drug 2: C1=CC(=CC=C1CCC2=CNC3=C2C(=O)NC(=N3)N)C(=O)NC(CCC(=O)O)C(=O)O. Cell line: K-562. Synergy scores: CSS=80.1, Synergy_ZIP=-1.27, Synergy_Bliss=-4.26, Synergy_Loewe=0.363, Synergy_HSA=0.873. (4) Drug 1: C1=C(C(=O)NC(=O)N1)N(CCCl)CCCl. Drug 2: C1=CC=C(C=C1)NC(=O)CCCCCCC(=O)NO. Cell line: SN12C. Synergy scores: CSS=51.5, Synergy_ZIP=10.8, Synergy_Bliss=10.9, Synergy_Loewe=12.4, Synergy_HSA=12.8. (5) Drug 1: CN1CCC(CC1)COC2=C(C=C3C(=C2)N=CN=C3NC4=C(C=C(C=C4)Br)F)OC. Drug 2: CC1=C(C=C(C=C1)NC2=NC=CC(=N2)N(C)C3=CC4=NN(C(=C4C=C3)C)C)S(=O)(=O)N.Cl. Cell line: SNB-75. Synergy scores: CSS=13.6, Synergy_ZIP=-0.854, Synergy_Bliss=7.18, Synergy_Loewe=7.25, Synergy_HSA=7.48.